This data is from Peptide-MHC class I binding affinity with 185,985 pairs from IEDB/IMGT. The task is: Regression. Given a peptide amino acid sequence and an MHC pseudo amino acid sequence, predict their binding affinity value. This is MHC class I binding data. (1) The peptide sequence is PADCFLVKLK. The MHC is HLA-A33:01 with pseudo-sequence HLA-A33:01. The binding affinity (normalized) is 0.0993. (2) The peptide sequence is HLTWSHAGY. The MHC is HLA-A26:01 with pseudo-sequence HLA-A26:01. The binding affinity (normalized) is 0.383. (3) The peptide sequence is AAAQGQAPL. The MHC is HLA-A23:01 with pseudo-sequence HLA-A23:01. The binding affinity (normalized) is 0.0847. (4) The peptide sequence is GVPHSVFIA. The MHC is HLA-A02:02 with pseudo-sequence HLA-A02:02. The binding affinity (normalized) is 0.206. (5) The peptide sequence is QLAKRSEIL. The MHC is HLA-B48:01 with pseudo-sequence HLA-B48:01. The binding affinity (normalized) is 0.0847. (6) The peptide sequence is ELYENKPDV. The MHC is HLA-B15:01 with pseudo-sequence HLA-B15:01. The binding affinity (normalized) is 0.0847. (7) The peptide sequence is LEEDIQHFL. The MHC is HLA-A02:03 with pseudo-sequence HLA-A02:03. The binding affinity (normalized) is 0.0847. (8) The peptide sequence is EGNLAQGFR. The MHC is HLA-B08:02 with pseudo-sequence HLA-B08:02. The binding affinity (normalized) is 0.0847. (9) The peptide sequence is RARIKTRLF. The MHC is HLA-A69:01 with pseudo-sequence HLA-A69:01. The binding affinity (normalized) is 0.0847.